From a dataset of Forward reaction prediction with 1.9M reactions from USPTO patents (1976-2016). Predict the product of the given reaction. (1) Given the reactants [I:1][C:2]1[CH:7]=[CH:6][C:5]([S:8][CH3:9])=[CH:4][CH:3]=1.COS(OC)(=O)=O.[N+:17]([O-])([OH:19])=[O:18], predict the reaction product. The product is: [I:1][C:2]1[CH:7]=[CH:6][C:5]([S:8][CH3:9])=[CH:4][C:3]=1[N+:17]([O-:19])=[O:18]. (2) Given the reactants [CH3:1][C:2]1[O:3][C:4]2[C:9]([C:10](=[O:12])[CH:11]=1)=[CH:8][CH:7]=[CH:6][C:5]=2[CH:13]=O.[O:15]=[C:16]([CH3:25])[CH2:17][C:18]([O:20][CH2:21][CH:22]1[CH2:24][CH2:23]1)=[O:19].C(O)(=O)C.N1CCCCC1, predict the reaction product. The product is: [CH3:1][C:2]1[O:3][C:4]2[C:9]([C:10](=[O:12])[CH:11]=1)=[CH:8][CH:7]=[CH:6][C:5]=2[CH:13]=[C:17]([C:16](=[O:15])[CH3:25])[C:18]([O:20][CH2:21][CH:22]1[CH2:24][CH2:23]1)=[O:19]. (3) The product is: [Cl:15][C:11]1[CH:10]=[C:9]([NH:8][C:4]2[N:3]=[C:2]([NH:16][CH2:17][C@@H:18]3[CH2:22][CH2:21][CH2:20][N:19]3[C:23]([O:25][C:26]([CH3:29])([CH3:28])[CH3:27])=[O:24])[CH:7]=[CH:6][N:5]=2)[CH:14]=[CH:13][CH:12]=1. Given the reactants Cl[C:2]1[CH:7]=[CH:6][N:5]=[C:4]([NH:8][C:9]2[CH:14]=[CH:13][CH:12]=[C:11]([Cl:15])[CH:10]=2)[N:3]=1.[NH2:16][CH2:17][C@@H:18]1[CH2:22][CH2:21][CH2:20][N:19]1[C:23]([O:25][C:26]([CH3:29])([CH3:28])[CH3:27])=[O:24].C(N(C(C)C)CC)(C)C, predict the reaction product. (4) The product is: [O:1]1[CH2:2][C:3](=[CH:13][C:14]([O:16][CH2:17][CH3:18])=[O:15])[CH2:4]1. Given the reactants [O:1]1[CH2:4][C:3](=O)[CH2:2]1.C1(P(C2C=CC=CC=2)(C2C=CC=CC=2)=[CH:13][C:14]([O:16][CH2:17][CH3:18])=[O:15])C=CC=CC=1, predict the reaction product. (5) Given the reactants C1(C(C2C=CC=CC=2)(C2C=CC=CC=2)[N:8]2[N:12]=[C:11]([C:13]3[CH:18]=[CH:17][CH:16]=[CH:15][C:14]=3[C:19]3[CH:24]=[CH:23][C:22]([CH2:25][N:26]([C:33]4[CH:34]=[C:35]([CH:47]=[CH:48][CH:49]=4)[C:36]([O:38][CH2:39][C:40]4[O:41][C:42](=[O:46])[O:43][C:44]=4[CH3:45])=[O:37])[C:27](=[O:32])[CH2:28][CH2:29][CH2:30][CH3:31])=[CH:21][CH:20]=3)[N:10]=[N:9]2)C=CC=CC=1.C(O)(=O)C.O, predict the reaction product. The product is: [CH3:45][C:44]1[O:43][C:42](=[O:46])[O:41][C:40]=1[CH2:39][O:38][C:36](=[O:37])[C:35]1[CH:47]=[CH:48][CH:49]=[C:33]([N:26]([CH2:25][C:22]2[CH:23]=[CH:24][C:19]([C:14]3[CH:15]=[CH:16][CH:17]=[CH:18][C:13]=3[C:11]3[NH:10][N:9]=[N:8][N:12]=3)=[CH:20][CH:21]=2)[C:27](=[O:32])[CH2:28][CH2:29][CH2:30][CH3:31])[CH:34]=1. (6) Given the reactants [S:1]1[C:5]([CH2:6][CH2:7][CH2:8][CH2:9][CH2:10][CH2:11][O:12][CH2:13][C:14]2([CH2:18][CH3:19])[CH2:17][O:16][CH2:15]2)=[CH:4][CH:3]=[C:2]1[C:20]1[S:21][CH:22]=[CH:23][CH:24]=1.C([Li])CCC.C(O[B:34]1[O:38][C:37]([CH3:40])([CH3:39])[C:36]([CH3:42])([CH3:41])[O:35]1)(C)C, predict the reaction product. The product is: [CH2:18]([C:14]1([CH2:13][O:12][CH2:11][CH2:10][CH2:9][CH2:8][CH2:7][CH2:6][C:5]2[S:1][C:2]([C:20]3[S:21][C:22]([B:34]4[O:38][C:37]([CH3:40])([CH3:39])[C:36]([CH3:42])([CH3:41])[O:35]4)=[CH:23][CH:24]=3)=[CH:3][CH:4]=2)[CH2:17][O:16][CH2:15]1)[CH3:19].